Dataset: Peptide-MHC class II binding affinity with 134,281 pairs from IEDB. Task: Regression. Given a peptide amino acid sequence and an MHC pseudo amino acid sequence, predict their binding affinity value. This is MHC class II binding data. The peptide sequence is NDVSTYASGKVWGQK. The MHC is HLA-DQA10501-DQB10201 with pseudo-sequence HLA-DQA10501-DQB10201. The binding affinity (normalized) is 0.